Task: Predict the product of the given reaction.. Dataset: Forward reaction prediction with 1.9M reactions from USPTO patents (1976-2016) (1) Given the reactants C1(C)C=CC(S(O)(=O)=O)=CC=1.[CH3:12][O:13][C:14](=[O:24])[C:15]1[CH:20]=[CH:19][C:18]([O:21][CH3:22])=[C:17]([NH2:23])[CH:16]=1.[F:25][C:26]1[CH:33]=[CH:32][C:29]([C:30]#[N:31])=[CH:28][CH:27]=1.C([O-])(O)=O.[Na+], predict the reaction product. The product is: [CH3:12][O:13][C:14](=[O:24])[C:15]1[CH:20]=[CH:19][C:18]([O:21][CH3:22])=[C:17]([NH:23][C:30](=[NH:31])[C:29]2[CH:32]=[CH:33][C:26]([F:25])=[CH:27][CH:28]=2)[CH:16]=1. (2) Given the reactants P(Cl)(Cl)(Cl)=O.[C:6]([C:9]1[CH:14]=[CH:13][CH:12]=[CH:11][CH:10]=1)(=O)[CH3:7].[ClH:15].NO.C[N:19]([CH:21]=O)C, predict the reaction product. The product is: [Cl:15][C:6]([C:9]1[CH:14]=[CH:13][CH:12]=[CH:11][CH:10]=1)=[CH:7][C:21]#[N:19]. (3) Given the reactants [Br:1][C:2]1[CH:3]=[C:4]([CH:9]2[C:18]3[C:17](=O)[NH:16][CH:15]=[CH:14][C:13]=3[NH:12][C:11]([CH3:20])=[C:10]2[C:21]([O:23][CH3:24])=[O:22])[CH:5]=[CH:6][C:7]=1[F:8].P(Cl)(Cl)([Cl:27])=O.C(=O)([O-])[O-].[K+].[K+].ClCCl, predict the reaction product. The product is: [Br:1][C:2]1[CH:3]=[C:4]([CH:9]2[C:18]3[C:13](=[CH:14][CH:15]=[N:16][C:17]=3[Cl:27])[NH:12][C:11]([CH3:20])=[C:10]2[C:21]([O:23][CH3:24])=[O:22])[CH:5]=[CH:6][C:7]=1[F:8]. (4) Given the reactants CS(O[CH2:6][C:7]([NH:10][C:11]1[CH:16]=[C:15]([Cl:17])[N:14]=[C:13](Cl)[N:12]=1)([CH3:9])[CH3:8])(=O)=O.C(=O)([O-])[O-:20].[K+].[K+], predict the reaction product. The product is: [Cl:17][C:15]1[CH:16]=[C:11]2[NH:10][C:7]([CH3:9])([CH3:8])[CH2:6][N:12]2[C:13](=[O:20])[N:14]=1. (5) The product is: [ClH:1].[NH2:25][C:20](=[NH:23])[CH2:19][C:16]1[CH:17]=[CH:18][C:13]([CH2:12][CH2:11][C:9]2[N:10]=[C:6]([NH:5][C:2](=[O:4])[CH3:3])[S:7][CH:8]=2)=[CH:14][CH:15]=1. Given the reactants [ClH:1].[C:2]([NH:5][C:6]1[S:7][CH:8]=[C:9]([CH2:11][CH2:12][C:13]2[CH:18]=[CH:17][C:16]([CH2:19][C:20](=[NH:23])OC)=[CH:15][CH:14]=2)[N:10]=1)(=[O:4])[CH3:3].[Cl-].[NH4+:25].N, predict the reaction product. (6) Given the reactants [CH3:1][C:2]1[CH:7]=[CH:6][CH:5]=[CH:4][N:3]=1.[Li+].CCC[CH2-].[CH2:13]([N:20]1[CH2:25][CH2:24][C:23]([NH:28][C:29]2[CH:34]=[CH:33][CH:32]=[CH:31][CH:30]=2)(C#N)[CH2:22][CH2:21]1)[C:14]1[CH:19]=[CH:18][CH:17]=[CH:16][CH:15]=1.O, predict the reaction product. The product is: [CH2:13]([N:20]1[CH2:21][CH2:22][C:23]([NH:28][C:29]2[CH:34]=[CH:33][CH:32]=[CH:31][CH:30]=2)([CH2:1][C:2]2[CH:7]=[CH:6][CH:5]=[CH:4][N:3]=2)[CH2:24][CH2:25]1)[C:14]1[CH:15]=[CH:16][CH:17]=[CH:18][CH:19]=1.